This data is from Forward reaction prediction with 1.9M reactions from USPTO patents (1976-2016). The task is: Predict the product of the given reaction. (1) Given the reactants [CH2:1]([O:3][C:4]1[CH:5]=[C:6]([C:20]2[CH:25]=[CH:24][C:23]([CH2:26][C:27]([OH:29])=O)=[C:22]([F:30])[CH:21]=2)[CH:7]=[N:8][C:9]=1[O:10][CH2:11][C:12]1[CH:17]=[CH:16][C:15]([O:18][CH3:19])=[CH:14][CH:13]=1)[CH3:2].[O:31]1[CH2:36][CH2:35][N:34]([CH2:37][CH2:38][O:39][C:40]2[CH:41]=[C:42]([CH:44]=[C:45]([C:47]([F:50])([F:49])[F:48])[CH:46]=2)[NH2:43])[CH2:33][CH2:32]1.C(P1(=O)OP(CCC)(=O)OP(CCC)(=O)O1)CC, predict the reaction product. The product is: [CH2:1]([O:3][C:4]1[CH:5]=[C:6]([C:20]2[CH:25]=[CH:24][C:23]([CH2:26][C:27]([NH:43][C:42]3[CH:44]=[C:45]([C:47]([F:49])([F:50])[F:48])[CH:46]=[C:40]([O:39][CH2:38][CH2:37][N:34]4[CH2:33][CH2:32][O:31][CH2:36][CH2:35]4)[CH:41]=3)=[O:29])=[C:22]([F:30])[CH:21]=2)[CH:7]=[N:8][C:9]=1[O:10][CH2:11][C:12]1[CH:17]=[CH:16][C:15]([O:18][CH3:19])=[CH:14][CH:13]=1)[CH3:2]. (2) Given the reactants B(Br)(Br)Br.C(N(CC)C(C1C2C(=CC=CC=2)C([C:27]2[C:32]([CH3:33])=[CH:31][CH:30]=[C:29]([O:34]C)[C:28]=2[CH3:36])=NC=1)CCC)C1C=CC=CC=1.Cl.[OH-].[Na+], predict the reaction product. The product is: [CH3:36][C:28]1[CH:27]=[C:32]([CH3:33])[CH:31]=[CH:30][C:29]=1[OH:34]. (3) Given the reactants [CH:1]1([NH:6][S:7]([C:10]2[C:18]3[N:17]=[C:16]([S:19]([CH3:21])=[O:20])[NH:15][C:14]=3[CH:13]=[C:12]([C:22]3[C:23]([CH3:28])=[N:24][O:25][C:26]=3[CH3:27])[CH:11]=2)(=[O:9])=[O:8])[CH2:5][CH2:4][CH2:3][CH2:2]1.C1C=C(Cl)C=C(C(OO)=[O:37])C=1.OO, predict the reaction product. The product is: [CH:1]1([NH:6][S:7]([C:10]2[C:18]3[N:17]=[C:16]([S:19]([CH3:21])(=[O:37])=[O:20])[NH:15][C:14]=3[CH:13]=[C:12]([C:22]3[C:23]([CH3:28])=[N:24][O:25][C:26]=3[CH3:27])[CH:11]=2)(=[O:9])=[O:8])[CH2:2][CH2:3][CH2:4][CH2:5]1. (4) Given the reactants [C:1]([O:5][C:6]([N:8]1[CH:12]=[CH:11][CH:10]=[C:9]1[C:13]1[CH:14]=[CH:15][C:16]2[NH:22][C:21](=[O:23])[CH2:20][O:19][C:18]([CH3:25])([CH3:24])[C:17]=2[CH:26]=1)=[O:7])([CH3:4])([CH3:3])[CH3:2].ClS([N:31]=[C:32]=O)(=O)=O, predict the reaction product. The product is: [C:1]([O:5][C:6]([N:8]1[C:9]([C:13]2[CH:14]=[CH:15][C:16]3[NH:22][C:21](=[O:23])[CH2:20][O:19][C:18]([CH3:25])([CH3:24])[C:17]=3[CH:26]=2)=[CH:10][CH:11]=[C:12]1[C:32]#[N:31])=[O:7])([CH3:4])([CH3:2])[CH3:3]. (5) The product is: [N:17]1([NH:26][C:14]([C:11]2[CH:10]=[N:9][C:8]([C:4]3[CH:5]=[CH:6][CH:7]=[C:2]([F:1])[CH:3]=3)=[N:13][CH:12]=2)=[O:15])[C:21]2=[N:22][CH:23]=[CH:24][CH:25]=[C:20]2[CH:19]=[CH:18]1. Given the reactants [F:1][C:2]1[CH:3]=[C:4]([C:8]2[N:13]=[CH:12][C:11]([C:14](Cl)=[O:15])=[CH:10][N:9]=2)[CH:5]=[CH:6][CH:7]=1.[N:17]1([NH2:26])[C:21]2=[N:22][CH:23]=[CH:24][CH:25]=[C:20]2[CH:19]=[CH:18]1.C([O-])([O-])=O.[K+].[K+], predict the reaction product. (6) Given the reactants [C:1]([O:5][C:6](=[O:40])[N:7]([CH:9]1[CH2:14][CH2:13][CH:12]([N:15]([CH2:30][C:31]2[CH:36]=[C:35](Br)[CH:34]=[CH:33][C:32]=2[O:38][CH3:39])[C:16]([C:18]2[S:22][C:21]3[C:23]([F:28])=[CH:24][CH:25]=[C:26]([F:27])[C:20]=3[C:19]=2[Cl:29])=[O:17])[CH2:11][CH2:10]1)[CH3:8])([CH3:4])([CH3:3])[CH3:2].[CH2:41]([S:43]([C:46]1[CH:51]=[CH:50][C:49](B(O)O)=[CH:48][CH:47]=1)(=[O:45])=[O:44])[CH3:42], predict the reaction product. The product is: [C:1]([O:5][C:6](=[O:40])[N:7]([CH:9]1[CH2:14][CH2:13][CH:12]([N:15]([C:16]([C:18]2[S:22][C:21]3[C:23]([F:28])=[CH:24][CH:25]=[C:26]([F:27])[C:20]=3[C:19]=2[Cl:29])=[O:17])[CH2:30][C:31]2[CH:36]=[C:35]([C:49]3[CH:48]=[CH:47][C:46]([S:43]([CH2:41][CH3:42])(=[O:45])=[O:44])=[CH:51][CH:50]=3)[CH:34]=[CH:33][C:32]=2[O:38][CH3:39])[CH2:11][CH2:10]1)[CH3:8])([CH3:4])([CH3:3])[CH3:2]. (7) Given the reactants Br[C:2]1[N:3]=[CH:4][C:5]2[N:6]([C:8]([CH2:18][OH:19])=[C:9]([C:11]3[CH:16]=[CH:15][C:14]([F:17])=[CH:13][CH:12]=3)[N:10]=2)[CH:7]=1.[NH3:20], predict the reaction product. The product is: [NH2:20][C:2]1[N:3]=[CH:4][C:5]2[N:6]([C:8]([CH2:18][OH:19])=[C:9]([C:11]3[CH:16]=[CH:15][C:14]([F:17])=[CH:13][CH:12]=3)[N:10]=2)[CH:7]=1.